This data is from Blood-brain barrier permeability classification from the B3DB database. The task is: Regression/Classification. Given a drug SMILES string, predict its absorption, distribution, metabolism, or excretion properties. Task type varies by dataset: regression for continuous measurements (e.g., permeability, clearance, half-life) or binary classification for categorical outcomes (e.g., BBB penetration, CYP inhibition). Dataset: b3db_classification. (1) The drug is CCCNC(=O)c1ccc2c(c1)N([C@@H](C)CN1CCCC1)c1ccccc1S2. The result is 1 (penetrates BBB). (2) The molecule is O=c1[nH]c2cc(Cl)ccc2n1C1CCN(C[C@H]2COc3ccccc3O2)CC1. The result is 1 (penetrates BBB). (3) The result is 0 (does not penetrate BBB). The drug is CC12CCC(=O)C=C1C1CC1C1C2CCC2(C)C1C1CC1C21CCC(=O)O1. (4) The compound is N=C1NC(=O)C(c2ccccc2)O1. The result is 1 (penetrates BBB). (5) The compound is O=C1CC2(CCCC2)CC(=O)N1CCNC[C@H]1COc2ccccc2O1. The result is 1 (penetrates BBB). (6) The compound is CC(C)(C)c1ccc([C@@H](O)CCCN2CCC(C(O)(c3ccccc3)c3ccccc3)CC2)cc1. The result is 1 (penetrates BBB). (7) The compound is Nc1ccn([C@@H]2O[C@H](CO)[C@@H](O)C2(F)F)c(=O)n1. The result is 0 (does not penetrate BBB). (8) The drug is CCN1CCCC1CNC(=O)c1cc(S(=O)(=O)CC)ccc1OC. The result is 1 (penetrates BBB). (9) The molecule is CC(=O)OCC(=O)C1(O)C(C)CC2C3CC(F)C4=CC(=O)C=CC4(C)C3C(O)CC21C. The result is 1 (penetrates BBB).